Dataset: Catalyst prediction with 721,799 reactions and 888 catalyst types from USPTO. Task: Predict which catalyst facilitates the given reaction. Reactant: [CH2:1]([O:3][C:4](=[O:36])[C:5]([CH3:35])([O:7][C:8]1[CH:13]=[CH:12][C:11]([O:14][C:15]2[CH:20]=[CH:19][CH:18]=[C:17]([CH2:21][NH:22][CH2:23][C:24]3[CH:29]=[CH:28][C:27]([C:30]([F:33])([F:32])[F:31])=[CH:26][CH:25]=3)[CH:16]=2)=[CH:10][C:9]=1[CH3:34])[CH3:6])[CH3:2].CCN(CC)CC.[CH3:44][S:45](Cl)(=[O:47])=[O:46]. Product: [CH2:1]([O:3][C:4](=[O:36])[C:5]([O:7][C:8]1[CH:13]=[CH:12][C:11]([O:14][C:15]2[CH:20]=[CH:19][CH:18]=[C:17]([CH2:21][N:22]([S:45]([CH3:44])(=[O:47])=[O:46])[CH2:23][C:24]3[CH:25]=[CH:26][C:27]([C:30]([F:32])([F:33])[F:31])=[CH:28][CH:29]=3)[CH:16]=2)=[CH:10][C:9]=1[CH3:34])([CH3:35])[CH3:6])[CH3:2]. The catalyst class is: 2.